This data is from Forward reaction prediction with 1.9M reactions from USPTO patents (1976-2016). The task is: Predict the product of the given reaction. Given the reactants [F:1][C:2]1[C:11]([F:12])=[CH:10][C:5]2[NH:6][C:7](=[S:9])[NH:8][C:4]=2[CH:3]=1.[H-].[Na+].[N+]([C:18]1[O:22][C:21]([CH:23]=[O:24])=[CH:20][CH:19]=1)([O-])=O, predict the reaction product. The product is: [F:12][C:11]1[C:2]([F:1])=[CH:3][C:4]2[NH:8][C:7]([S:9][C:18]3[O:22][C:21]([CH:23]=[O:24])=[CH:20][CH:19]=3)=[N:6][C:5]=2[CH:10]=1.